This data is from Reaction yield outcomes from USPTO patents with 853,638 reactions. The task is: Predict the reaction yield, written as a fraction of the theoretical maximum amount of product (1.0 means a 100% yield; for example, 0.34 means a 34% yield). (1) The reactants are C[O:2][C:3]1[CH:12]=[C:11]2[C:6]([C:7]([NH:13][CH2:14][C:15]3[N:19]4[N:20]=[C:21]([C:24]5[CH:29]=[CH:28][CH:27]=[CH:26][CH:25]=5)[CH:22]=[CH:23][C:18]4=[N:17][N:16]=3)=[CH:8][CH:9]=[N:10]2)=[N:5][CH:4]=1.[OH-].[Na+]. The catalyst is Br.C(Cl)Cl.O. The product is [C:24]1([C:21]2[CH:22]=[CH:23][C:18]3[N:19]([C:15]([CH2:14][NH:13][C:7]4[CH:8]=[CH:9][N:10]=[C:11]5[C:6]=4[N:5]=[CH:4][C:3]([OH:2])=[CH:12]5)=[N:16][N:17]=3)[N:20]=2)[CH:25]=[CH:26][CH:27]=[CH:28][CH:29]=1. The yield is 0.796. (2) The reactants are NC1N[C:4](=[O:18])[C:5]2[C:10]([Cl:11])=[C:9]([C:12]3[CH:17]=[CH:16][CH:15]=[CH:14][CH:13]=3)[S:8][C:6]=2[N:7]=1.Cl.[O:20]1CCO[CH2:22][CH2:21]1. No catalyst specified. The product is [CH2:21]([O:20][C:4]([C:5]1[C:10]([Cl:11])=[C:9]([C:12]2[CH:17]=[CH:16][CH:15]=[CH:14][CH:13]=2)[S:8][C:6]=1[NH2:7])=[O:18])[CH3:22]. The yield is 0.540. (3) The reactants are CC1[N:3]([S:8]([C:11]2[CH:16]=[CH:15][C:14]([N:17]3[CH2:21][CH:20]([C:22]([F:25])([F:24])[F:23])[N:19]=[C:18]3[C:26]3[C:27]([CH3:32])=[N:28][CH:29]=[CH:30][CH:31]=3)=[CH:13][CH:12]=2)(=[O:10])=[O:9])C(C)=CC=1.C(=O)(O)[O-].[Na+]. The catalyst is C(O)(C(F)(F)F)=O.O. The product is [CH3:32][C:27]1[C:26]([C:18]2[N:17]([C:14]3[CH:15]=[CH:16][C:11]([S:8]([NH2:3])(=[O:10])=[O:9])=[CH:12][CH:13]=3)[CH:21]=[C:20]([C:22]([F:23])([F:24])[F:25])[N:19]=2)=[CH:31][CH:30]=[CH:29][N:28]=1. The yield is 0.780. (4) The reactants are Cl[C:2]1[CH:3]=[CH:4][C:5]2[O:14][CH2:13][CH2:12][C:11]3[CH:10]=[C:9]([C:15]4[N:16]([C:20]5[CH:25]=[CH:24][C:23]([F:26])=[CH:22][C:21]=5[F:27])[N:17]=[CH:18][N:19]=4)[S:8][C:7]=3[C:6]=2[N:28]=1.CC1(C)C(C)(C)OB([C:37]2[CH:38]=[CH:39][C:40]([NH2:43])=[N:41][CH:42]=2)O1.C([O-])([O-])=O.[Cs+].[Cs+]. The catalyst is C1C=CC(P(C2C=CC=CC=2)[C-]2C=CC=C2)=CC=1.C1C=CC(P(C2C=CC=CC=2)[C-]2C=CC=C2)=CC=1.Cl[Pd]Cl.[Fe+2].CC#N.O. The product is [F:27][C:21]1[CH:22]=[C:23]([F:26])[CH:24]=[CH:25][C:20]=1[N:16]1[C:15]([C:9]2[S:8][C:7]3[C:6]4[N:28]=[C:2]([C:37]5[CH:38]=[CH:39][C:40]([NH2:43])=[N:41][CH:42]=5)[CH:3]=[CH:4][C:5]=4[O:14][CH2:13][CH2:12][C:11]=3[CH:10]=2)=[N:19][CH:18]=[N:17]1. The yield is 0.380.